This data is from Reaction yield outcomes from USPTO patents with 853,638 reactions. The task is: Predict the reaction yield, written as a fraction of the theoretical maximum amount of product (1.0 means a 100% yield; for example, 0.34 means a 34% yield). (1) The product is [NH2:30]/[C:29](=[N:2]\[OH:3])/[CH2:28][N:20]1[C:21]2[C:26](=[CH:25][CH:24]=[CH:23][CH:22]=2)[CH2:27][CH:18]([NH:17][C:15]([C:13]2[NH:12][C:11]3[S:32][C:8]([Cl:7])=[CH:9][C:10]=3[CH:14]=2)=[O:16])[C:19]1=[O:31]. The reactants are Cl.[NH2:2][OH:3].C[O-].[Na+].[Cl:7][C:8]1[S:32][C:11]2[NH:12][C:13]([C:15]([NH:17][CH:18]3[CH2:27][C:26]4[C:21](=[CH:22][CH:23]=[CH:24][CH:25]=4)[N:20]([CH2:28][C:29]#[N:30])[C:19]3=[O:31])=[O:16])=[CH:14][C:10]=2[CH:9]=1. The yield is 1.00. The catalyst is CO.C1COCC1.CCOC(C)=O. (2) The yield is 0.270. The product is [OH:39][C:33]1([C:27]2[CH:32]=[CH:31][CH:30]=[CH:29][CH:28]=2)[CH2:38][CH2:37][N:36]([C@H:2]([C:14]2[CH:19]=[CH:18][CH:17]=[CH:16][CH:15]=2)[C:3]([O:5][C@H:6]([C:8]2[CH:13]=[CH:12][CH:11]=[CH:10][CH:9]=2)[CH3:7])=[O:4])[CH2:35][CH2:34]1. The catalyst is C1COCC1.[I-].C([N+](CCCC)(CCCC)CCCC)CCC.C(OCC)(=O)C. The reactants are Br[CH:2]([C:14]1[CH:19]=[CH:18][CH:17]=[CH:16][CH:15]=1)[C:3]([O:5][C@H:6]([C:8]1[CH:13]=[CH:12][CH:11]=[CH:10][CH:9]=1)[CH3:7])=[O:4].C(N(CC)CC)C.[C:27]1([C:33]2([OH:39])[CH2:38][CH2:37][NH:36][CH2:35][CH2:34]2)[CH:32]=[CH:31][CH:30]=[CH:29][CH:28]=1. (3) The reactants are [CH3:1][O:2][C:3]1[CH:4]=[C:5]([CH:22]=[C:23]([O:39][CH3:40])[C:24]=1[O:25][CH2:26][C:27]1[N:28]=[C:29]([C:33]2[CH:38]=[CH:37][CH:36]=[CH:35][CH:34]=2)[O:30][C:31]=1[CH3:32])[CH2:6][O:7]/[N:8]=[C:9](/[C:16]1[CH:21]=[CH:20][CH:19]=[CH:18][CH:17]=1)\[CH2:10][CH2:11][C:12]([O:14]C)=[O:13].CO.[OH-].[Na+].Cl. The catalyst is O.O1CCCC1. The product is [CH3:1][O:2][C:3]1[CH:4]=[C:5]([CH:22]=[C:23]([O:39][CH3:40])[C:24]=1[O:25][CH2:26][C:27]1[N:28]=[C:29]([C:33]2[CH:38]=[CH:37][CH:36]=[CH:35][CH:34]=2)[O:30][C:31]=1[CH3:32])[CH2:6][O:7]/[N:8]=[C:9](/[C:16]1[CH:17]=[CH:18][CH:19]=[CH:20][CH:21]=1)\[CH2:10][CH2:11][C:12]([OH:14])=[O:13]. The yield is 0.930. (4) The yield is 0.640. The reactants are I.[CH3:2][O:3][C:4]1[CH:5]=[C:6]([NH:16][C:17]([S:19][CH3:20])=[NH:18])[CH:7]=[CH:8][C:9]=1[N:10]1[CH:14]=[N:13][C:12]([CH3:15])=[N:11]1.[F:21][C:22]1[CH:27]=[CH:26][C:25]([CH:28]([CH2:32][CH:33]=[CH2:34])[C:29](O)=[O:30])=[CH:24][CH:23]=1. No catalyst specified. The product is [F:21][C:22]1[CH:23]=[CH:24][C:25]([CH:28]([CH2:32][CH:33]=[CH2:34])[C:29]([N:18]=[C:17]([S:19][CH3:20])[NH:16][C:6]2[CH:7]=[CH:8][C:9]([N:10]3[CH:14]=[N:13][C:12]([CH3:15])=[N:11]3)=[C:4]([O:3][CH3:2])[CH:5]=2)=[O:30])=[CH:26][CH:27]=1. (5) The reactants are [NH2:1][C:2]1[C:7]2[S:8][C:9]([C:11]3[C:18]([Cl:19])=[CH:17][C:14]([C:15]#[N:16])=[CH:13][C:12]=3[Cl:20])=[N:10][C:6]=2[CH:5]=[CH:4][N:3]=1.C(OC(=O)[NH:27][C:28]1[C:33]2SC(C3C(Cl)=CC(C#N)=CC=3Cl)=[N:36][C:32]=2[CH:31]=[CH:30][N:29]=1)(C)(C)C.[C:48]([OH:54])([C:50]([F:53])([F:52])[F:51])=[O:49]. The catalyst is C(Cl)Cl. The product is [F:51][C:50]([F:53])([F:52])[C:48]([OH:54])=[O:49].[NH2:27][C:28]1[N:29]=[C:30]([NH:1][C:2]2[C:7]3[S:8][C:9]([C:11]4[C:18]([Cl:19])=[CH:17][C:14]([C:15]#[N:16])=[CH:13][C:12]=4[Cl:20])=[N:10][C:6]=3[CH:5]=[CH:4][N:3]=2)[CH:31]=[C:32]([CH3:33])[N:36]=1. The yield is 0.820.